Dataset: Reaction yield outcomes from USPTO patents with 853,638 reactions. Task: Predict the reaction yield, written as a fraction of the theoretical maximum amount of product (1.0 means a 100% yield; for example, 0.34 means a 34% yield). The reactants are C[O:2][C:3]([C:5]1[CH:14]=[C:13]([O:15][CH2:16][C:17](=[O:31])[NH:18][C:19]2[CH:24]=[CH:23][CH:22]=[C:21]([CH2:25][C:26]([O:28]CC)=[O:27])[CH:20]=2)[C:12]2[C:7](=[CH:8][C:9]([Cl:32])=[CH:10][CH:11]=2)[CH:6]=1)=[O:4].[Li+].[OH-]. No catalyst specified. The product is [C:26]([CH2:25][C:21]1[CH:20]=[C:19]([NH:18][C:17]([CH2:16][O:15][C:13]2[C:12]3[C:7](=[CH:8][C:9]([Cl:32])=[CH:10][CH:11]=3)[CH:6]=[C:5]([C:3]([OH:4])=[O:2])[CH:14]=2)=[O:31])[CH:24]=[CH:23][CH:22]=1)([OH:28])=[O:27]. The yield is 0.290.